Dataset: NCI-60 drug combinations with 297,098 pairs across 59 cell lines. Task: Regression. Given two drug SMILES strings and cell line genomic features, predict the synergy score measuring deviation from expected non-interaction effect. (1) Drug 1: CCC1(CC2CC(C3=C(CCN(C2)C1)C4=CC=CC=C4N3)(C5=C(C=C6C(=C5)C78CCN9C7C(C=CC9)(C(C(C8N6C=O)(C(=O)OC)O)OC(=O)C)CC)OC)C(=O)OC)O.OS(=O)(=O)O. Drug 2: COCCOC1=C(C=C2C(=C1)C(=NC=N2)NC3=CC=CC(=C3)C#C)OCCOC.Cl. Cell line: RXF 393. Synergy scores: CSS=2.47, Synergy_ZIP=-0.267, Synergy_Bliss=-2.32, Synergy_Loewe=1.74, Synergy_HSA=-1.54. (2) Drug 2: CC1CCCC2(C(O2)CC(NC(=O)CC(C(C(=O)C(C1O)C)(C)C)O)C(=CC3=CSC(=N3)C)C)C. Synergy scores: CSS=34.4, Synergy_ZIP=-13.0, Synergy_Bliss=-12.8, Synergy_Loewe=-3.83, Synergy_HSA=-2.51. Drug 1: CC12CCC3C(C1CCC2O)C(CC4=C3C=CC(=C4)O)CCCCCCCCCS(=O)CCCC(C(F)(F)F)(F)F. Cell line: MCF7.